This data is from Forward reaction prediction with 1.9M reactions from USPTO patents (1976-2016). The task is: Predict the product of the given reaction. (1) Given the reactants Cl.[N:2]1([C:8]([O:10][CH2:11][C:12]([NH:14][CH3:15])=[O:13])=[O:9])[CH2:7][CH2:6][NH:5][CH2:4][CH2:3]1.C(=O)([O-])[O-].[K+].[K+].Br[CH2:23][CH2:24][O:25][C:26]1[CH:31]=[CH:30][C:29]([Cl:32])=[CH:28][CH:27]=1, predict the reaction product. The product is: [Cl:32][C:29]1[CH:30]=[CH:31][C:26]([O:25][CH2:24][CH2:23][N:5]2[CH2:6][CH2:7][N:2]([C:8]([O:10][CH2:11][C:12]([NH:14][CH3:15])=[O:13])=[O:9])[CH2:3][CH2:4]2)=[CH:27][CH:28]=1. (2) Given the reactants C(OC1C(F)=CC=C2C=1C(CCN(C)C)=CN2)C1C=CC=CC=1.[F:24][C:25]1[CH:26]=[C:27]([C:43]2[CH:48]=[CH:47][CH:46]=[CH:45][CH:44]=2)[C:28]([O:41][CH3:42])=[C:29]2[C:33]=1[N:32]([CH3:34])[CH:31]=[C:30]2[CH2:35][C:36]([N:38]([CH3:40])[CH3:39])=O, predict the reaction product. The product is: [F:24][C:25]1[CH:26]=[C:27]([C:43]2[CH:44]=[CH:45][CH:46]=[CH:47][CH:48]=2)[C:28]([O:41][CH3:42])=[C:29]2[C:33]=1[N:32]([CH3:34])[CH:31]=[C:30]2[CH2:35][CH2:36][N:38]([CH3:39])[CH3:40]. (3) Given the reactants [F:1][C:2]1([F:45])[CH2:7][CH2:6][C@@H:5]([NH:8][C:9](=[O:22])[C:10]2[CH:15]=[CH:14][C:13]([N:16]3[CH:20]=[CH:19][C:18]([CH3:21])=[N:17]3)=[CH:12][CH:11]=2)[C@@H:4]([C:23]([N:25]2[C:37]3[C:36]4[CH:35]=[C:34]([F:38])[CH:33]=[CH:32][C:31]=4[N:30]=[C:29]([C:39]4[CH:44]=[CH:43][CH:42]=[CH:41][CH:40]=4)[C:28]=3[CH2:27][CH2:26]2)=[O:24])[CH2:3]1.[ClH:46], predict the reaction product. The product is: [ClH:46].[F:45][C:2]1([F:1])[CH2:7][CH2:6][C@@H:5]([NH:8][C:9](=[O:22])[C:10]2[CH:11]=[CH:12][C:13]([N:16]3[CH:20]=[CH:19][C:18]([CH3:21])=[N:17]3)=[CH:14][CH:15]=2)[C@@H:4]([C:23]([N:25]2[C:37]3[C:36]4[CH:35]=[C:34]([F:38])[CH:33]=[CH:32][C:31]=4[N:30]=[C:29]([C:39]4[CH:40]=[CH:41][CH:42]=[CH:43][CH:44]=4)[C:28]=3[CH2:27][CH2:26]2)=[O:24])[CH2:3]1.